From a dataset of Full USPTO retrosynthesis dataset with 1.9M reactions from patents (1976-2016). Predict the reactants needed to synthesize the given product. (1) Given the product [CH3:41][O:40][C:37]1[CH:36]=[CH:35][C:34]([CH2:33][N:16]2[C:17]3=[N:18][CH:19]=[CH:20][C:21]([O:23][C:24]4[CH:25]=[CH:26][C:27]([C:28](=[O:29])[NH:50][C:46]5[CH:45]=[C:44]([C:43]([F:51])([F:42])[F:52])[CH:49]=[CH:48][N:47]=5)=[CH:31][CH:32]=4)=[C:22]3[C:14]([NH:13][C@@H:10]3[CH2:11][CH2:12][N:8]([C:6]([O:5][C:1]([CH3:2])([CH3:4])[CH3:3])=[O:7])[CH2:9]3)=[N:15]2)=[CH:39][CH:38]=1, predict the reactants needed to synthesize it. The reactants are: [C:1]([O:5][C:6]([N:8]1[CH2:12][CH2:11][C@H:10]([NH:13][C:14]2[C:22]3[C:17](=[N:18][CH:19]=[CH:20][C:21]=3[O:23][C:24]3[CH:32]=[CH:31][C:27]([C:28](O)=[O:29])=[CH:26][CH:25]=3)[N:16]([CH2:33][C:34]3[CH:39]=[CH:38][C:37]([O:40][CH3:41])=[CH:36][CH:35]=3)[N:15]=2)[CH2:9]1)=[O:7])([CH3:4])([CH3:3])[CH3:2].[F:42][C:43]([F:52])([F:51])[C:44]1[CH:49]=[CH:48][N:47]=[C:46]([NH2:50])[CH:45]=1. (2) Given the product [CH3:27][N:25]([CH3:26])[C:5]1[C:9]2[CH:10]=[CH:11][CH:12]=[CH:13][C:8]=2[O:7][C:6]=1[C:14]([NH:42][CH2:40][CH2:41][O:39][C:29]1[CH:30]=[CH:31][C:32]([C:50]([O:49][CH3:48])=[O:51])=[CH:33][CH:34]=1)=[O:16], predict the reactants needed to synthesize it. The reactants are: CN(C[C:5]1[C:9]2[CH:10]=[CH:11][CH:12]=[CH:13][C:8]=2[O:7][C:6]=1[C:14]([OH:16])=O)C.CCN=C=NCCC[N:25]([CH3:27])[CH3:26].Cl.[CH:29]1[CH:30]=[CH:31][C:32]2N(O)N=N[C:33]=2[CH:34]=1.[OH2:39].[CH2:40]([N:42](CC)CC)[CH3:41].C[CH2:48][O:49][C:50](C)=[O:51]. (3) Given the product [CH3:1][O:17][C:16](=[O:18])[CH:15]=[CH:14][C:10]1[CH:11]=[CH:12][CH:13]=[C:8]([N+:5]([O-:7])=[O:6])[CH:9]=1, predict the reactants needed to synthesize it. The reactants are: [C:1](Cl)(=O)C.[N+:5]([C:8]1[CH:9]=[C:10]([CH:14]=[CH:15][C:16]([OH:18])=[O:17])[CH:11]=[CH:12][CH:13]=1)([O-:7])=[O:6]. (4) Given the product [C:1]([O:5][C:6]([N:8]1[CH2:12][C@H:11]([O:13][C:14]2[C:23]3[C:18](=[CH:19][C:20]([O:24][CH3:25])=[CH:21][CH:22]=3)[N:17]=[C:16]([C:26]3[CH:31]=[CH:30][CH:29]=[CH:28][CH:27]=3)[CH:15]=2)[CH2:10][C@H:9]1[C:32](=[O:64])[NH:33][C@:34]1([C:39]([NH:41][S:42]([C:45]2[CH:50]=[CH:49][CH:48]=[CH:47][C:46]=2[NH:51][CH2:52][CH2:53][CH2:54][CH2:55][CH2:56][CH2:57][CH2:58][CH2:59][C:60]([OH:62])=[O:61])(=[O:44])=[O:43])=[O:40])[CH2:36][C@H:35]1[CH:37]=[CH2:38])=[O:7])([CH3:2])([CH3:3])[CH3:4], predict the reactants needed to synthesize it. The reactants are: [C:1]([O:5][C:6]([N:8]1[CH2:12][C@H:11]([O:13][C:14]2[C:23]3[C:18](=[CH:19][C:20]([O:24][CH3:25])=[CH:21][CH:22]=3)[N:17]=[C:16]([C:26]3[CH:31]=[CH:30][CH:29]=[CH:28][CH:27]=3)[CH:15]=2)[CH2:10][C@H:9]1[C:32](=[O:64])[NH:33][C@:34]1([C:39]([NH:41][S:42]([C:45]2[CH:50]=[CH:49][CH:48]=[CH:47][C:46]=2[NH:51][CH2:52][CH2:53][CH2:54][CH2:55][CH2:56][CH2:57][CH2:58][CH2:59][C:60]([O:62]C)=[O:61])(=[O:44])=[O:43])=[O:40])[CH2:36][C@H:35]1[CH:37]=[CH2:38])=[O:7])([CH3:4])([CH3:3])[CH3:2].[Li+].[OH-]. (5) Given the product [CH3:22][O:21][CH2:20][CH2:19][O:18][CH2:17][CH2:16][NH:15][CH2:23][C:24]([O:26][CH2:27][C:28]1[CH:29]=[CH:30][CH:31]=[CH:32][CH:33]=1)=[O:25], predict the reactants needed to synthesize it. The reactants are: FC(F)(F)C(O)=O.C(OC([N:15]([CH2:23][C:24]([O:26][CH2:27][C:28]1[CH:33]=[CH:32][CH:31]=[CH:30][CH:29]=1)=[O:25])[CH2:16][CH2:17][O:18][CH2:19][CH2:20][O:21][CH3:22])=O)(C)(C)C.C(=O)([O-])[O-].[Na+].[Na+]. (6) Given the product [F:28][C:13]([F:12])([F:27])[O:14][C:15]1[CH:23]=[C:22]2[C:18]([C:19]([C:24]([O:26][C@H:31]3[CH:32]4[CH2:35][CH2:36][N:29]([CH2:34][CH2:33]4)[CH2:30]3)=[O:25])=[N:20][NH:21]2)=[CH:17][CH:16]=1, predict the reactants needed to synthesize it. The reactants are: C1(C)C=CC(S(Cl)(=O)=O)=CC=1.[F:12][C:13]([F:28])([F:27])[O:14][C:15]1[CH:23]=[C:22]2[C:18]([C:19]([C:24]([OH:26])=[O:25])=[N:20][NH:21]2)=[CH:17][CH:16]=1.[N:29]12[CH2:36][CH2:35][CH:32]([CH2:33][CH2:34]1)[C@H:31](O)[CH2:30]2.